From a dataset of Full USPTO retrosynthesis dataset with 1.9M reactions from patents (1976-2016). Predict the reactants needed to synthesize the given product. (1) The reactants are: [CH3:1][C:2]1[C:6]([C:7]2[CH:16]=[C:15]3[C:10]([C:11]([OH:17])=[CH:12][CH:13]=[N:14]3)=[CH:9][CH:8]=2)=[C:5]([CH3:18])[O:4][N:3]=1.[N+:19]([O-])([OH:21])=[O:20]. Given the product [CH3:1][C:2]1[C:6]([C:7]2[CH:16]=[C:15]3[C:10]([C:11]([OH:17])=[C:12]([N+:19]([O-:21])=[O:20])[CH:13]=[N:14]3)=[CH:9][CH:8]=2)=[C:5]([CH3:18])[O:4][N:3]=1, predict the reactants needed to synthesize it. (2) Given the product [C:19]([C:20]1[CH:4]=[C:3]([C:2]2[CH:11]=[CH:10][C:5]([C:6]([O:8][CH3:9])=[O:7])=[C:4]([O:12][CH3:13])[CH:3]=2)[CH:2]=[CH:11][CH:10]=1)#[N:16], predict the reactants needed to synthesize it. The reactants are: O[C:2]1[CH:11]=[CH:10][C:5]([C:6]([O:8][CH3:9])=[O:7])=[C:4]([O:12][CH3:13])[CH:3]=1.C([N:16]([CH2:19][CH3:20])CC)C.FC(F)(F)S(OS(C(F)(F)F)(=O)=O)(=O)=O. (3) Given the product [CH2:1]([O:3][C:4]([C:6]1[N:7]=[CH:8][C:9]2[N:10]([CH3:22])[C:11]3[C:16]([C:17]=2[C:18]=1[OH:19])=[CH:15][CH:14]=[CH:13][CH:12]=3)=[O:5])[CH3:2], predict the reactants needed to synthesize it. The reactants are: [CH2:1]([O:3][C:4]([C:6]1[N:7]=[CH:8][C:9]2[N:10]([CH3:22])[C:11]3[C:16]([C:17]=2[C:18]=1[OH:19])=[CH:15][C:14](Br)=[CH:13][C:12]=3Br)=[O:5])[CH3:2].C([O-])=O.[NH4+].